Predict the reactants needed to synthesize the given product. From a dataset of Retrosynthesis with 50K atom-mapped reactions and 10 reaction types from USPTO. (1) Given the product Cc1ccc2cc(F)c(Br)cc2n1, predict the reactants needed to synthesize it. The reactants are: C/C=C/C=O.Nc1ccc(F)c(Br)c1. (2) Given the product Cc1oc(-c2cccc(C(F)(F)F)c2)nc1CN(CC(F)(F)F)c1ccc(C(O)(C(F)(F)F)C(F)(F)F)cc1, predict the reactants needed to synthesize it. The reactants are: Cc1oc(-c2cccc(C(F)(F)F)c2)nc1CCl.OC(c1ccc(NCC(F)(F)F)cc1)(C(F)(F)F)C(F)(F)F. (3) Given the product CC(C)C(=O)NC1CCc2c(c3cc(N(C)C)ccc3n2Cc2cccc(F)c2)C1, predict the reactants needed to synthesize it. The reactants are: CC(C)C(=O)NC1CCc2c(c3cc(Br)ccc3n2Cc2cccc(F)c2)C1.CNC. (4) Given the product OCC1OC1Cc1ccccc1, predict the reactants needed to synthesize it. The reactants are: O=C(OO)c1cccc(Cl)c1.OC/C=C/Cc1ccccc1. (5) Given the product CC(C)CC(c1ccc(S(C)(=O)=O)cc1)c1cc2cc(C(=O)NC(C)C)cnc2[nH]1, predict the reactants needed to synthesize it. The reactants are: CC(C)CC(c1ccc(S(C)(=O)=O)cc1)c1cc2cc(C(=O)O)cnc2[nH]1.CC(C)N. (6) Given the product O=S1(=O)c2ccccc2C(=NO)CC1CCCN1CCN(c2ccc(F)cc2)CC1, predict the reactants needed to synthesize it. The reactants are: NO.O=C1CC(CCCN2CCN(c3ccc(F)cc3)CC2)S(=O)(=O)c2ccccc21.